From a dataset of Catalyst prediction with 721,799 reactions and 888 catalyst types from USPTO. Predict which catalyst facilitates the given reaction. Reactant: [Si:1]([CH:8]1[C:12](=[CH:13][O:14][Si](C(C)(C)C)(C)C)[C:11]2[CH:22]=[CH:23][C:24]([O:30][CH3:31])=[C:25]([O:26][CH:27]([CH3:29])[CH3:28])[C:10]=2[O:9]1)([C:4]([CH3:7])([CH3:6])[CH3:5])([CH3:3])[CH3:2].Cl. Product: [Si:1]([C:8]1[O:9][C:10]2[C:25]([O:26][CH:27]([CH3:28])[CH3:29])=[C:24]([O:30][CH3:31])[CH:23]=[CH:22][C:11]=2[C:12]=1[CH:13]=[O:14])([C:4]([CH3:6])([CH3:7])[CH3:5])([CH3:2])[CH3:3]. The catalyst class is: 5.